This data is from Experimentally validated miRNA-target interactions with 360,000+ pairs, plus equal number of negative samples. The task is: Binary Classification. Given a miRNA mature sequence and a target amino acid sequence, predict their likelihood of interaction. (1) The miRNA is hsa-miR-5191 with sequence AGGAUAGGAAGAAUGAAGUGCU. The protein sequence of the target gene is MATNFLAHEKIWFDKFKYDDAERRFYEQMNGPVTSGSRQENGASVILRDIARARENIQKSLAGSSGPGASSGPGGDHSELIVRITSLEVENQNLRGVVQDLQQAISKLEARLSSLEKSSPTPRATAPQTQHVSPMRQVEPPTKKGATPAEDDEDKDIDLFGSDEEEEDKEAARLREERLRQYAEKKAKKPTLVAKSSILLDVKPWDDETDMAQLETCVRSIQLDGLVWGASKLVPVGYGIRKLQIQCVVEDDKVGTDLLEEEITKFEEHVQSVDIAAFDKI. Result: 0 (no interaction). (2) The miRNA is hsa-miR-6760-5p with sequence CAGGGAGAAGGUGGAAGUGCAGA. The protein sequence of the target gene is MAIDRRREAAGGGPGRQPAPAEENGSLPPGDAAASAPLGGRAGPGGGAEIQPLPPLHPGGGPHPSCCSAAAAPSLLLLDYDGSVLPFLGGLGGGYQKTLVLLTWIPALFIGFSQFSDSFLLDQPNFWCRGAGKGTELAGVTTTGRGGDMGNWTSLPTTPFATAPWEAAGNRSNSSGADGGDTPPLPSPPDKGDNASNCDCRAWDYGIRAGLVQNVVSKWDLVCDNAWKVHIAKFSLLVGLIFGYLITGCIADWVGRRPVLLFSIIFILIFGLTVALSVNVTMFSTLRFFEGFCLAGIILT.... Result: 1 (interaction).